From a dataset of Full USPTO retrosynthesis dataset with 1.9M reactions from patents (1976-2016). Predict the reactants needed to synthesize the given product. Given the product [O:1]=[C:2]1[CH:7]=[C:6]([NH:8][C:9](=[O:22])[CH2:10][C:11]2[CH:16]=[CH:15][CH:14]=[C:13]([O:17][C:18]([F:19])([F:21])[F:20])[CH:12]=2)[CH:5]=[CH:4][N:3]1[CH2:23][CH2:24][CH2:25][CH2:26][N:27]1[CH:31]=[C:30]([C:32]([NH:42][CH2:41][C:36]2[CH:37]=[CH:38][CH:39]=[CH:40][N:35]=2)=[O:33])[N:29]=[N:28]1, predict the reactants needed to synthesize it. The reactants are: [O:1]=[C:2]1[CH:7]=[C:6]([NH:8][C:9](=[O:22])[CH2:10][C:11]2[CH:16]=[CH:15][CH:14]=[C:13]([O:17][C:18]([F:21])([F:20])[F:19])[CH:12]=2)[CH:5]=[CH:4][N:3]1[CH2:23][CH2:24][CH2:25][CH2:26][N:27]1[CH:31]=[C:30]([C:32](O)=[O:33])[N:29]=[N:28]1.[N:35]1[CH:40]=[CH:39][CH:38]=[CH:37][C:36]=1[CH2:41][NH2:42].CN(C(ON1N=NC2C=CC=NC1=2)=[N+](C)C)C.F[P-](F)(F)(F)(F)F.CCN(C(C)C)C(C)C.